From a dataset of M1 muscarinic receptor agonist screen with 61,833 compounds. Binary Classification. Given a drug SMILES string, predict its activity (active/inactive) in a high-throughput screening assay against a specified biological target. The compound is S(=O)(=O)(NC(C(=O)NCCCOCC)C)c1ccc(cc1)C. The result is 0 (inactive).